Dataset: NCI-60 drug combinations with 297,098 pairs across 59 cell lines. Task: Regression. Given two drug SMILES strings and cell line genomic features, predict the synergy score measuring deviation from expected non-interaction effect. Drug 1: CC(C)CN1C=NC2=C1C3=CC=CC=C3N=C2N. Drug 2: CC12CCC3C(C1CCC2OP(=O)(O)O)CCC4=C3C=CC(=C4)OC(=O)N(CCCl)CCCl.[Na+]. Cell line: A549. Synergy scores: CSS=2.81, Synergy_ZIP=1.08, Synergy_Bliss=1.57, Synergy_Loewe=-1.03, Synergy_HSA=-1.12.